Task: Predict the reaction yield, written as a fraction of the theoretical maximum amount of product (1.0 means a 100% yield; for example, 0.34 means a 34% yield).. Dataset: Reaction yield outcomes from USPTO patents with 853,638 reactions (1) The catalyst is C(O)C.[Pd]. The yield is 1.00. The reactants are C([N:8]1[CH2:15][CH:14]2[CH2:16][CH:10]([CH2:11][N:12]([C:17]([NH:19][C:20]3[CH:25]=[CH:24][CH:23]=[CH:22][CH:21]=3)=[O:18])[CH2:13]2)[CH2:9]1)C1C=CC=CC=1. The product is [C:20]1([NH:19][C:17]([N:12]2[CH2:11][CH:10]3[CH2:16][CH:14]([CH2:15][NH:8][CH2:9]3)[CH2:13]2)=[O:18])[CH:21]=[CH:22][CH:23]=[CH:24][CH:25]=1. (2) The reactants are [Si:1]([O:8][CH2:9][C@H:10]1[N:15]([C:16]([O:18][C:19]([CH3:22])([CH3:21])[CH3:20])=[O:17])[CH2:14][C@@H:13]([CH2:23][O:24][C:25]2[C:30]([N+:31]([O-])=O)=[CH:29][CH:28]=[CH:27][C:26]=2[F:34])[O:12][CH2:11]1)([C:4]([CH3:7])([CH3:6])[CH3:5])([CH3:3])[CH3:2].[H][H]. The product is [NH2:31][C:30]1[CH:29]=[CH:28][CH:27]=[C:26]([F:34])[C:25]=1[O:24][CH2:23][C@H:13]1[O:12][CH2:11][C@@H:10]([CH2:9][O:8][Si:1]([C:4]([CH3:5])([CH3:6])[CH3:7])([CH3:3])[CH3:2])[N:15]([C:16]([O:18][C:19]([CH3:20])([CH3:21])[CH3:22])=[O:17])[CH2:14]1. The catalyst is C(OCC)(=O)C.[Pd]. The yield is 1.00. (3) The reactants are C([O:8][C:9]1[CH:14]=[C:13]([O:15]CC2C=CC=CC=2)[C:12]([C:23]([CH3:25])=[CH2:24])=[CH:11][C:10]=1[C:26]([N:28]1[CH2:36][C:35]2[C:30](=[CH:31][CH:32]=[C:33]([O:37][CH2:38][CH2:39][N:40]([CH3:42])[CH3:41])[CH:34]=2)[CH2:29]1)=[O:27])C1C=CC=CC=1.[CH3:43]O. The catalyst is [Pd]. The product is [OH:8][C:9]1[CH:14]=[C:13]([OH:15])[C:12]([CH:23]([CH3:24])[CH3:25])=[CH:11][C:10]=1[C:26]([N:28]1[CH2:36][C:35]2[C:30](=[C:31]([CH3:43])[CH:32]=[C:33]([O:37][CH2:38][CH2:39][N:40]([CH3:42])[CH3:41])[CH:34]=2)[CH2:29]1)=[O:27]. The yield is 0.350.